Predict which catalyst facilitates the given reaction. From a dataset of Catalyst prediction with 721,799 reactions and 888 catalyst types from USPTO. (1) Reactant: [CH2:1]1[C:3]2([CH2:8][NH:7][CH2:6][CH2:5][N:4]2[C:9]([O:11][C:12]([CH3:15])([CH3:14])[CH3:13])=[O:10])[CH2:2]1.[C:16](Cl)([O:18][CH2:19][C:20]1[CH:25]=[CH:24][CH:23]=[CH:22][CH:21]=1)=[O:17]. Product: [CH2:2]1[C:3]2([CH2:8][N:7]([C:16]([O:18][CH2:19][C:20]3[CH:25]=[CH:24][CH:23]=[CH:22][CH:21]=3)=[O:17])[CH2:6][CH2:5][N:4]2[C:9]([O:11][C:12]([CH3:15])([CH3:14])[CH3:13])=[O:10])[CH2:1]1. The catalyst class is: 46. (2) Reactant: [BH4-].[Na+].[F:3][C:4]1[CH:5]=[C:6]([CH2:11][CH:12]=[O:13])[CH:7]=[CH:8][C:9]=1[F:10]. Product: [F:3][C:4]1[CH:5]=[C:6]([CH2:11][CH2:12][OH:13])[CH:7]=[CH:8][C:9]=1[F:10]. The catalyst class is: 8. (3) Reactant: [NH2:1][C:2]1[CH:3]=[C:4]([CH2:11][N:12]2[C@H:17]([CH3:18])[CH2:16][N:15]([C:19]([O:21][C:22]([CH3:25])([CH3:24])[CH3:23])=[O:20])[C@@H:14]([CH3:26])[CH2:13]2)[C:5]2[O:9][CH:8]=[CH:7][C:6]=2[CH:10]=1.[CH3:27][C:28]1[CH:33]=[CH:32][CH:31]=[CH:30][C:29]=1[S:34](Cl)(=[O:36])=[O:35]. Product: [CH3:26][C@H:14]1[CH2:13][N:12]([CH2:11][C:4]2[C:5]3[O:9][CH:8]=[CH:7][C:6]=3[CH:10]=[C:2]([NH:1][S:34]([C:29]3[CH:30]=[CH:31][CH:32]=[CH:33][C:28]=3[CH3:27])(=[O:36])=[O:35])[CH:3]=2)[C@H:17]([CH3:18])[CH2:16][N:15]1[C:19]([O:21][C:22]([CH3:24])([CH3:23])[CH3:25])=[O:20]. The catalyst class is: 23. (4) Reactant: [CH3:1][C:2]1([CH3:40])[CH2:6][CH2:5][N:4]([C:7]2[CH:8]=[C:9]([C:17]3[N:18]=[C:19]4[C:25]([C:26](=[O:31])[C:27]([CH3:30])([CH3:29])[CH3:28])=[CH:24][N:23]([CH2:32][O:33][CH2:34][CH2:35][Si:36]([CH3:39])([CH3:38])[CH3:37])[C:20]4=[N:21][CH:22]=3)[CH:10]=[C:11]([O:13][CH2:14]OC)[CH:12]=2)[CH2:3]1.[CH3:41][N:42]([CH3:46])[CH2:43]CO.C1(P(C2C=CC=CC=2)C2C=CC=CC=2)C=CC=CC=1.N(C(OC(C)C)=O)=NC(OC(C)C)=O. Product: [CH3:41][N:42]([CH3:46])[CH2:43][CH2:14][O:13][C:11]1[CH:10]=[C:9]([C:17]2[N:18]=[C:19]3[C:25]([C:26](=[O:31])[C:27]([CH3:28])([CH3:29])[CH3:30])=[CH:24][N:23]([CH2:32][O:33][CH2:34][CH2:35][Si:36]([CH3:38])([CH3:37])[CH3:39])[C:20]3=[N:21][CH:22]=2)[CH:8]=[C:7]([N:4]2[CH2:5][CH2:6][C:2]([CH3:40])([CH3:1])[CH2:3]2)[CH:12]=1. The catalyst class is: 1. (5) Reactant: [H-].[Na+].[OH:3][CH2:4][CH:5]([CH2:7][OH:8])[OH:6].[CH3:9][C:10]([CH2:26][CH2:27][CH2:28][CH:29]([CH3:36])[CH2:30][CH2:31][CH2:32][CH:33]([CH3:35])[CH3:34])=[CH:11][CH2:12][CH2:13][CH2:14]OS(C1C=CC(C)=CC=1)(=O)=O.O. Product: [CH3:9][C:10]([CH2:26][CH2:27][CH2:28][CH:29]([CH3:36])[CH2:30][CH2:31][CH2:32][CH:33]([CH3:35])[CH3:34])=[CH:11][CH2:12][CH2:13][CH2:14][O:3][CH2:4][CH:5]([CH2:7][OH:8])[OH:6]. The catalyst class is: 9.